From a dataset of Forward reaction prediction with 1.9M reactions from USPTO patents (1976-2016). Predict the product of the given reaction. (1) Given the reactants CNC(=O)C1C=CC(N2CCC(=O)N(C3C=CC(C#N)=C(C(F)(F)F)C=3)C2=O)=CC=1.[C:31]([O:35][CH2:36][CH3:37])(=[O:34])[CH:32]=[CH2:33].C1CCN2C(=NCCC2)CC1.[NH2:49][C:50]1[CH:59]=[CH:58][C:53]([C:54]([NH:56][CH3:57])=[O:55])=[C:52]([F:60])[CH:51]=1, predict the reaction product. The product is: [CH3:57][NH:56][C:54]([C:53]1[CH:58]=[CH:59][C:50]([NH:49][CH2:33][CH2:32][C:31]([O:35][CH2:36][CH3:37])=[O:34])=[CH:51][C:52]=1[F:60])=[O:55]. (2) The product is: [OH:21][CH2:20][C:19]([C:29]1[CH:33]=[C:32]([NH:34][C:35]([C@@H:37]2[CH2:40][CH2:39][N:38]2[C:41]2[C:46]([Cl:47])=[CH:45][C:44]([C:48]([F:51])([F:50])[F:49])=[CH:43][N:42]=2)=[O:36])[O:31][N:30]=1)([CH3:28])[CH3:18]. Given the reactants C1(C)C=CC(S([O-])(=O)=O)=CC=1.[NH+]1C=CC=CC=1.[CH3:18][C:19]([C:29]1[CH:33]=[C:32]([NH:34][C:35]([C@@H:37]2[CH2:40][CH2:39][N:38]2[C:41]2[C:46]([Cl:47])=[CH:45][C:44]([C:48]([F:51])([F:50])[F:49])=[CH:43][N:42]=2)=[O:36])[O:31][N:30]=1)([CH3:28])[CH2:20][O:21]C1CCCCO1, predict the reaction product.